From a dataset of Full USPTO retrosynthesis dataset with 1.9M reactions from patents (1976-2016). Predict the reactants needed to synthesize the given product. (1) Given the product [CH3:1][C:2]1[O:6][C:5]([C:7]2[CH:8]=[CH:9][CH:10]=[CH:11][CH:12]=2)=[N:4][C:3]=1[CH2:13][CH2:14][C:26]#[N:27], predict the reactants needed to synthesize it. The reactants are: [CH3:1][C:2]1[O:6][C:5]([C:7]2[CH:12]=[CH:11][CH:10]=[CH:9][CH:8]=2)=[N:4][C:3]=1[CH2:13][CH2:14]OS(C1C=CC(C)=CC=1)(=O)=O.[C-:26]#[N:27].[Na+].C(=O)(O)[O-].[K+].O. (2) Given the product [N:1]1([C:10]2[O:11][C:12]([CH2:22][C:23]([O:25][CH2:26][CH3:27])=[O:24])=[C:13]([C:15]3[CH:20]=[CH:19][C:18]([Cl:21])=[CH:17][CH:16]=3)[N:14]=2)[C:5]2[CH:6]=[CH:7][CH:8]=[CH:9][C:4]=2[N:3]=[CH:2]1, predict the reactants needed to synthesize it. The reactants are: [N:1]1([C:10]2[O:11][C:12]([C:22](=O)[C:23]([O:25][CH2:26][CH3:27])=[O:24])=[C:13]([C:15]3[CH:20]=[CH:19][C:18]([Cl:21])=[CH:17][CH:16]=3)[N:14]=2)[C:5]2[CH:6]=[CH:7][CH:8]=[CH:9][C:4]=2[N:3]=[CH:2]1.[BH4-].[Na+].O.